This data is from Catalyst prediction with 721,799 reactions and 888 catalyst types from USPTO. The task is: Predict which catalyst facilitates the given reaction. (1) Reactant: [N:1]([C:4]([C:7]1[CH:12]=[CH:11][C:10]([NH:13][C:14]([C:16]2[NH:17][CH:18]=[C:19]([C:21]#[N:22])[N:20]=2)=[O:15])=[C:9]([C:23]2[CH2:28][CH2:27][CH2:26][CH2:25][CH:24]=2)[CH:8]=1)([CH3:6])[CH3:5])=[N+]=[N-].[C:29]([OH:32])(=[O:31])[CH3:30]. Product: [C:29]([OH:32])(=[O:31])[CH3:30].[NH2:1][C:4]([C:7]1[CH:12]=[CH:11][C:10]([NH:13][C:14]([C:16]2[NH:17][CH:18]=[C:19]([C:21]#[N:22])[N:20]=2)=[O:15])=[C:9]([C:23]2[CH2:28][CH2:27][CH2:26][CH2:25][CH:24]=2)[CH:8]=1)([CH3:6])[CH3:5]. The catalyst class is: 324. (2) Reactant: Cl[C:2]1[N:7]=[CH:6][C:5]2[N:8]=[C:9]([C@H:17]([O:19][CH:20]3[CH2:25][CH2:24][CH2:23][CH2:22][O:21]3)[CH3:18])[N:10]([C@H:11]([CH3:16])[C:12]([F:15])([F:14])[F:13])[C:4]=2[CH:3]=1.[F:26][C@H:27]1[C@@H:32]([O:33][CH3:34])[CH2:31][CH2:30][N:29]([C:35]2[N:40]=[C:39]([NH2:41])[CH:38]=[CH:37][N:36]=2)[CH2:28]1.C1(P(C2CCCCC2)C2C=CC=CC=2C2C(C(C)C)=CC(C(C)C)=CC=2C(C)C)CCCCC1.C(=O)([O-])[O-].[Cs+].[Cs+]. Product: [F:26][C@H:27]1[C@@H:32]([O:33][CH3:34])[CH2:31][CH2:30][N:29]([C:35]2[N:40]=[C:39]([NH:41][C:2]3[N:7]=[CH:6][C:5]4[N:8]=[C:9]([C@H:17]([O:19][CH:20]5[CH2:25][CH2:24][CH2:23][CH2:22][O:21]5)[CH3:18])[N:10]([C@H:11]([CH3:16])[C:12]([F:15])([F:14])[F:13])[C:4]=4[CH:3]=3)[CH:38]=[CH:37][N:36]=2)[CH2:28]1. The catalyst class is: 102.